Dataset: Full USPTO retrosynthesis dataset with 1.9M reactions from patents (1976-2016). Task: Predict the reactants needed to synthesize the given product. (1) Given the product [CH2:1]([C:3]1[C:8]([O:9][CH2:14][C:15]([O:17][C:18]([CH3:21])([CH3:20])[CH3:19])=[O:16])=[CH:7][CH:6]=[C:5]([CH3:10])[N:4]=1)[CH3:2], predict the reactants needed to synthesize it. The reactants are: [CH2:1]([C:3]1[C:8]([OH:9])=[CH:7][CH:6]=[C:5]([CH3:10])[N:4]=1)[CH3:2].[H-].[Na+].Br[CH2:14][C:15]([O:17][C:18]([CH3:21])([CH3:20])[CH3:19])=[O:16]. (2) Given the product [C:1]([C:4]1[C:12]2[C:7](=[CH:8][CH:9]=[C:10]([O:13][CH2:14][C:15]3[CH:34]=[CH:35][N:36]([CH3:37])[N:20]=3)[CH:11]=2)[N:6]([CH2:21][C:22]([OH:24])=[O:23])[N:5]=1)(=[O:3])[CH3:2], predict the reactants needed to synthesize it. The reactants are: [C:1]([C:4]1[C:12]2[C:7](=[CH:8][CH:9]=[C:10]([O:13][CH2:14][C:15]3[N:20]=CC=CN=3)[CH:11]=2)[N:6]([CH2:21][C:22]([OH:24])=[O:23])[N:5]=1)(=[O:3])[CH3:2].ClCC1C=C(C)NN=1.Cl[CH2:34][C:35]1N=CC=[CH:37][N:36]=1. (3) Given the product [NH2:3][C@@H:4]([CH2:19][C:20]1[CH:25]=[CH:24][CH:23]=[CH:22][CH:21]=1)[CH2:5][NH:6][C:7]1[N:12]=[C:11]([C:13]2[CH:18]=[CH:17][N:16]=[CH:15][CH:14]=2)[C:10]([Br:1])=[CH:9][N:8]=1, predict the reactants needed to synthesize it. The reactants are: [Br:1]Br.[NH2:3][C@@H:4]([CH2:19][C:20]1[CH:25]=[CH:24][CH:23]=[CH:22][CH:21]=1)[CH2:5][NH:6][C:7]1[N:12]=[C:11]([C:13]2[CH:18]=[CH:17][N:16]=[CH:15][CH:14]=2)[CH:10]=[CH:9][N:8]=1. (4) Given the product [C:9]([O:8][C:6]([NH:5][C@@H:4]([C@H:13]([O:14][Si:31]([C:34]([CH3:37])([CH3:36])[CH3:35])([CH3:33])[CH3:32])[CH3:15])[C:3]([O:2][CH3:1])=[O:16])=[O:7])([CH3:12])([CH3:10])[CH3:11], predict the reactants needed to synthesize it. The reactants are: [CH3:1][O:2][C:3](=[O:16])[C@H:4]([C@@H:13]([CH3:15])[OH:14])[NH:5][C:6]([O:8][C:9]([CH3:12])([CH3:11])[CH3:10])=[O:7].CC1C=CC=C(C)N=1.FC(F)(F)S(O[Si:31]([C:34]([CH3:37])([CH3:36])[CH3:35])([CH3:33])[CH3:32])(=O)=O.Cl.